Predict the reaction yield, written as a fraction of the theoretical maximum amount of product (1.0 means a 100% yield; for example, 0.34 means a 34% yield). From a dataset of Reaction yield outcomes from USPTO patents with 853,638 reactions. (1) The product is [C:34]([N:7]1[CH2:6][C@H:5]([OH:4])[CH2:9][C@@H:8]1[C:10]1[N:14]2[C:15]3[C:21]([CH3:22])=[CH:20][NH:19][C:16]=3[N:17]=[CH:18][C:13]2=[C:12]([C:54]2[CH:53]=[CH:52][C:51]([N:40]([CH:37]([CH3:39])[CH3:38])[C:41](=[O:50])[O:42][CH2:43][C:44]3[CH:49]=[CH:48][CH:47]=[CH:46][CH:45]=3)=[CH:56][CH:55]=2)[N:11]=1)(=[O:36])[CH3:35]. The catalyst is O1CCOCC1.CCO.O.C1(P(CCC)C2C=CC=CC=2)C=CC=CC=1.[Pd]. The reactants are C([O:4][C@@H:5]1[CH2:9][C@H:8]([C:10]2[N:14]3[C:15]4[C:21]([CH3:22])=[CH:20][N:19](S(C5C=CC(C)=CC=5)(=O)=O)[C:16]=4[N:17]=[CH:18][C:13]3=[C:12](Br)[N:11]=2)[N:7]([C:34](=[O:36])[CH3:35])[CH2:6]1)(=O)C.[CH:37]([N:40]([C:51]1[CH:56]=[CH:55][C:54](B2OC(C)(C)C(C)(C)O2)=[CH:53][CH:52]=1)[C:41](=[O:50])[O:42][CH2:43][C:44]1[CH:49]=[CH:48][CH:47]=[CH:46][CH:45]=1)([CH3:39])[CH3:38].C([O-])([O-])=O.[Cs+].[Cs+]. The yield is 0.690. (2) The reactants are [NH2:1][C:2]1[N:7]=[C:6]([NH:8][C:9]2[CH:10]=[C:11]([CH:21]=[CH:22][CH:23]=2)[O:12][C:13]2[CH:18]=[CH:17][N:16]=[C:15]([C:19]#[N:20])[CH:14]=2)[CH:5]=[C:4]([Cl:24])[N:3]=1.S(=O)(=O)(O)[OH:26].C([O-])(O)=O.[Na+]. The catalyst is CCOC(C)=O. The product is [NH2:1][C:2]1[N:7]=[C:6]([NH:8][C:9]2[CH:10]=[C:11]([CH:21]=[CH:22][CH:23]=2)[O:12][C:13]2[CH:18]=[CH:17][N:16]=[C:15]([C:19]([NH2:20])=[O:26])[CH:14]=2)[CH:5]=[C:4]([Cl:24])[N:3]=1. The yield is 0.850. (3) The catalyst is C(O)CCC.O. The reactants are [C:1]([O:4][CH2:5][C:6]1[C:11](B2OC(C)(C)C(C)(C)O2)=[CH:10][CH:9]=[CH:8][C:7]=1[N:21]1[N:30]=[CH:29][C:28]2[C:23](=[C:24]([F:35])[CH:25]=[C:26]([C:31]([CH3:34])([CH3:33])[CH3:32])[CH:27]=2)[C:22]1=[O:36])(=[O:3])[CH3:2].Cl[C:38]1[CH:39]=[C:40]([NH:46][C:47]2[CH:59]=[C:50]3[CH2:51][N:52]([CH:55]4[CH2:58][O:57][CH2:56]4)[CH2:53][CH2:54][N:49]3[N:48]=2)[C:41](=[O:45])[N:42]([CH3:44])[N:43]=1.P([O-])([O-])([O-])=O.[K+].[K+].[K+].C1(P(C2CCCCC2)C2C=CC=CC=2C2C(C(C)C)=CC(C(C)C)=CC=2C(C)C)CCCCC1.[Cl-].[NH4+]. The product is [C:31]([C:26]1[CH:27]=[C:28]2[C:23](=[C:24]([F:35])[CH:25]=1)[C:22](=[O:36])[N:21]([C:7]1[CH:8]=[CH:9][CH:10]=[C:11]([C:38]3[CH:39]=[C:40]([NH:46][C:47]4[CH:59]=[C:50]5[CH2:51][N:52]([CH:55]6[CH2:58][O:57][CH2:56]6)[CH2:53][CH2:54][N:49]5[N:48]=4)[C:41](=[O:45])[N:42]([CH3:44])[N:43]=3)[C:6]=1[CH2:5][O:4][C:1](=[O:3])[CH3:2])[N:30]=[CH:29]2)([CH3:33])([CH3:32])[CH3:34]. The yield is 0.720. (4) The reactants are [F:1][C:2]1[C:3]([CH3:25])=[C:4]([C:17]2[CH:22]=[CH:21][CH:20]=[C:19]([CH:23]=[O:24])[CH:18]=2)[C:5]([CH3:16])=[CH:6][C:7]=1[O:8][CH2:9][CH2:10][CH2:11][S:12]([CH3:15])(=[O:14])=[O:13].CO.[BH4-].[Na+].Cl. The catalyst is O1CCCC1. The product is [F:1][C:2]1[C:3]([CH3:25])=[C:4]([C:17]2[CH:22]=[CH:21][CH:20]=[C:19]([CH2:23][OH:24])[CH:18]=2)[C:5]([CH3:16])=[CH:6][C:7]=1[O:8][CH2:9][CH2:10][CH2:11][S:12]([CH3:15])(=[O:13])=[O:14]. The yield is 0.940. (5) The reactants are Cl([O-])=O.[Na+].[OH2:5].P([O-])(O)(O)=O.[Na+].[Br:12][C:13]1[N:14]=[C:15]([CH3:20])[NH:16][C:17]=1[CH:18]=[O:19].CC(=CC)C. The catalyst is O.C1COCC1.C(O)(C)(C)C. The product is [Br:12][C:13]1[N:14]=[C:15]([CH3:20])[NH:16][C:17]=1[C:18]([OH:5])=[O:19]. The yield is 0.870. (6) The reactants are [OH:1][C:2]1[CH:7]=[CH:6][C:5]([N+:8]([O-:10])=[O:9])=[CH:4][C:3]=1[I:11].[F:12][C:13]1[CH:14]=[C:15]([CH:18]=[CH:19][CH:20]=1)[CH2:16]Br. No catalyst specified. The product is [F:12][C:13]1[CH:14]=[C:15]([CH:18]=[CH:19][CH:20]=1)[CH2:16][O:1][C:2]1[CH:7]=[CH:6][C:5]([N+:8]([O-:10])=[O:9])=[CH:4][C:3]=1[I:11]. The yield is 0.990. (7) The product is [CH:3]1([O:7][CH2:8][C@H:9]([O:20][C:22]2[N:27]=[CH:26][N:25]=[C:24]3[N:28]([C:31]4[C:32]([CH3:37])=[N:33][CH:34]=[CH:35][CH:36]=4)[N:29]=[CH:30][C:23]=23)[C:10]([NH:12][C:13]2[CH:18]=[N:17][C:16]([CH3:19])=[CH:15][N:14]=2)=[O:11])[CH2:6][CH2:5][CH2:4]1. The catalyst is C1COCC1. The reactants are [H-].[Na+].[CH:3]1([O:7][CH2:8][C@H:9]([OH:20])[C:10]([NH:12][C:13]2[CH:18]=[N:17][C:16]([CH3:19])=[CH:15][N:14]=2)=[O:11])[CH2:6][CH2:5][CH2:4]1.Cl[C:22]1[N:27]=[CH:26][N:25]=[C:24]2[N:28]([C:31]3[C:32]([CH3:37])=[N:33][CH:34]=[CH:35][CH:36]=3)[N:29]=[CH:30][C:23]=12.C(O)(=O)CC(CC(O)=O)(C(O)=O)O. The yield is 0.416.